Dataset: Forward reaction prediction with 1.9M reactions from USPTO patents (1976-2016). Task: Predict the product of the given reaction. (1) The product is: [CH:15]1[C:16]2[CH:17]([C:19]([O:21][CH3:2])=[O:20])[C:18]3[C:9](=[CH:8][CH:7]=[CH:6][CH:5]=3)[O:10][C:11]=2[CH:12]=[CH:13][CH:14]=1. Given the reactants [Na].[CH2:2](O)C.[CH:5]1[C:18]2[CH:17]([C:19]([OH:21])=[O:20])[C:16]3[C:11](=[CH:12][CH:13]=[CH:14][CH:15]=3)[O:10][C:9]=2[CH:8]=[CH:7][CH:6]=1.CI, predict the reaction product. (2) Given the reactants [OH-].[Na+].[Cl:3][C:4]1[N:9]=[C:8]([N:10]2[CH2:15][CH2:14][O:13][CH2:12][C@H:11]2[CH3:16])[CH:7]=[C:6]([CH2:17][S:18]([CH2:21][CH3:22])(=[O:20])=[O:19])[N:5]=1.Br[CH2:24][CH2:25][O:26][CH2:27][CH2:28]Br, predict the reaction product. The product is: [Cl:3][C:4]1[N:9]=[C:8]([N:10]2[CH2:15][CH2:14][O:13][CH2:12][C@H:11]2[CH3:16])[CH:7]=[C:6]([C:17]2([S:18]([CH2:21][CH3:22])(=[O:20])=[O:19])[CH2:28][CH2:27][O:26][CH2:25][CH2:24]2)[N:5]=1.